From a dataset of Forward reaction prediction with 1.9M reactions from USPTO patents (1976-2016). Predict the product of the given reaction. (1) Given the reactants [NH:1]1[C:9]2[C:4](=[CH:5][CH:6]=[CH:7][CH:8]=2)[C:3]([CH2:10][C:11]2[CH:17]=[CH:16][C:14]([NH2:15])=[CH:13][C:12]=2[CH2:18][CH3:19])=[CH:2]1.[C:20](Cl)(=O)[O:21]C1C=CC([N+]([O-])=O)=CC=1.C(N(C(C)C)CC)(C)C.[C:42]([O:46][C:47](=[O:52])[NH:48][CH2:49][CH2:50][NH2:51])([CH3:45])([CH3:44])[CH3:43], predict the reaction product. The product is: [C:42]([O:46][C:47](=[O:52])[NH:48][CH2:49][CH2:50][NH:51][C:20]([NH:15][C:14]1[CH:16]=[CH:17][C:11]([CH2:10][C:3]2[C:4]3[C:9](=[CH:8][CH:7]=[CH:6][CH:5]=3)[NH:1][CH:2]=2)=[C:12]([CH2:18][CH3:19])[CH:13]=1)=[O:21])([CH3:45])([CH3:43])[CH3:44]. (2) Given the reactants [NH2:1][C:2]1[N:6]([C:7]2[CH:12]=[CH:11][C:10]([F:13])=[CH:9][CH:8]=2)[N:5]=[CH:4][C:3]=1[C:14]([C:16]1[CH:21]=[CH:20][CH:19]=[C:18]([OH:22])[CH:17]=1)=[O:15].Br[CH:24]([OH:26])[CH3:25].C(=O)([O-])[O-].[K+].[K+], predict the reaction product. The product is: [NH2:1][C:2]1[N:6]([C:7]2[CH:12]=[CH:11][C:10]([F:13])=[CH:9][CH:8]=2)[N:5]=[CH:4][C:3]=1[C:14]([C:16]1[CH:21]=[CH:20][CH:19]=[C:18]([O:22][CH2:25][CH2:24][OH:26])[CH:17]=1)=[O:15]. (3) Given the reactants [F:1][C:2]([F:24])([F:23])[C:3]1[CH:11]=[CH:10][C:6]([C:7](O)=[O:8])=[C:5]([O:12][C:13]2[CH:14]=[N:15][C:16]([C:19]([F:22])([F:21])[F:20])=[CH:17][CH:18]=2)[CH:4]=1.CN(C(ON1N=NC2C=CC=NC1=2)=[N+](C)C)C.F[P-](F)(F)(F)(F)F.CCN(CC)CC.[NH2:56][C:57]1[CH:58]=[C:59]([S:63]([NH2:66])(=[O:65])=[O:64])[CH:60]=[N:61][CH:62]=1, predict the reaction product. The product is: [S:63]([C:59]1[CH:58]=[C:57]([NH:56][C:7](=[O:8])[C:6]2[CH:10]=[CH:11][C:3]([C:2]([F:23])([F:24])[F:1])=[CH:4][C:5]=2[O:12][C:13]2[CH:14]=[N:15][C:16]([C:19]([F:22])([F:20])[F:21])=[CH:17][CH:18]=2)[CH:62]=[N:61][CH:60]=1)(=[O:65])(=[O:64])[NH2:66].